Dataset: Full USPTO retrosynthesis dataset with 1.9M reactions from patents (1976-2016). Task: Predict the reactants needed to synthesize the given product. (1) Given the product [Cl:1][C:2]1[CH:7]=[CH:6][C:5]([C:8]2[C:13]([C:14]([NH:27][CH2:26][CH2:25][O:24][CH3:23])=[O:16])=[C:12]([CH3:17])[N:11]=[CH:10][CH:9]=2)=[C:4]([F:18])[CH:3]=1, predict the reactants needed to synthesize it. The reactants are: [Cl:1][C:2]1[CH:7]=[CH:6][C:5]([C:8]2[C:13]([C:14]([OH:16])=O)=[C:12]([CH3:17])[N:11]=[CH:10][CH:9]=2)=[C:4]([F:18])[CH:3]=1.S(Cl)(Cl)=O.[CH3:23][O:24][CH2:25][CH2:26][NH2:27].C(N(CC)CC)C. (2) Given the product [F:8][C:5]1[CH:6]=[CH:7][C:2]([NH:9][CH2:10][CH:11]2[CH2:12][N:13]([C:15]([C:17]3[CH:18]=[CH:19][C:20]([S:23]([N:26]4[C:34]5[C:29](=[CH:30][CH:31]=[CH:32][CH:33]=5)[C:28]([C:35]5[CH:40]=[CH:39][CH:38]=[CH:37][CH:36]=5)=[CH:27]4)(=[O:25])=[O:24])=[CH:21][CH:22]=3)=[O:16])[CH2:14]2)=[CH:3][CH:4]=1, predict the reactants needed to synthesize it. The reactants are: Br[C:2]1[CH:7]=[CH:6][C:5]([F:8])=[CH:4][CH:3]=1.[NH2:9][CH2:10][CH:11]1[CH2:14][N:13]([C:15]([C:17]2[CH:22]=[CH:21][C:20]([S:23]([N:26]3[C:34]4[C:29](=[CH:30][CH:31]=[CH:32][CH:33]=4)[C:28]([C:35]4[CH:40]=[CH:39][CH:38]=[CH:37][CH:36]=4)=[CH:27]3)(=[O:25])=[O:24])=[CH:19][CH:18]=2)=[O:16])[CH2:12]1.C(P(C(C)(C)C)C1C=CC=CC=1C1C=CC=CC=1)(C)(C)C.CC(C)([O-])C.[Na+]. (3) Given the product [C:37]1([CH2:36][N:28]2[CH:29]=[C:30]([C:31]([O:33][CH2:34][CH3:35])=[O:32])[C:26]([NH:25][CH:4]3[CH2:5][CH2:6][O:1][CH2:2][CH2:3]3)=[N:27]2)[CH:38]=[CH:39][CH:40]=[CH:41][CH:42]=1, predict the reactants needed to synthesize it. The reactants are: [O:1]1[CH2:6][CH2:5][C:4](=O)[CH2:3][CH2:2]1.NC1C(C(OCC)=O)=CN(C2C=CC=CC=2)N=1.[NH2:25][C:26]1[C:30]([C:31]([O:33][CH2:34][CH3:35])=[O:32])=[CH:29][N:28]([CH2:36][C:37]2[CH:42]=[CH:41][CH:40]=[CH:39][CH:38]=2)[N:27]=1. (4) The reactants are: [CH3:1][N:2]1[C:6]([C:7]2[C:12]([F:13])=[CH:11][N:10]=[C:9]([NH2:14])[N:8]=2)=[CH:5][N:4]=[C:3]1[CH3:15].[N:16]1([C:20]([C:22]2[CH:27]=[CH:26][C:25](Br)=[CH:24][N:23]=2)=[O:21])[CH2:19][CH2:18][CH2:17]1. Given the product [N:16]1([C:20]([C:22]2[N:23]=[CH:24][C:25]([NH:14][C:9]3[N:8]=[C:7]([C:6]4[N:2]([CH3:1])[C:3]([CH3:15])=[N:4][CH:5]=4)[C:12]([F:13])=[CH:11][N:10]=3)=[CH:26][CH:27]=2)=[O:21])[CH2:19][CH2:18][CH2:17]1, predict the reactants needed to synthesize it. (5) Given the product [CH3:1][O:2][C:3](=[O:15])[CH:4]([O:24][CH:19]1[CH2:23][CH2:22][CH2:21][CH2:20]1)[C:5]1[CH:10]=[CH:9][C:8]([Cl:11])=[C:7]([Cl:12])[CH:6]=1, predict the reactants needed to synthesize it. The reactants are: [CH3:1][O:2][C:3](=[O:15])[C:4](=[N+]=[N-])[C:5]1[CH:10]=[CH:9][C:8]([Cl:11])=[C:7]([Cl:12])[CH:6]=1.ClCCl.[CH:19]1([OH:24])[CH2:23][CH2:22][CH2:21][CH2:20]1. (6) Given the product [ClH:22].[ClH:22].[CH3:20][S:17]([CH2:16][CH2:15][CH2:14][N:11]1[CH2:12][CH2:13][CH:8]([NH2:7])[CH2:9][CH2:10]1)(=[O:19])=[O:18], predict the reactants needed to synthesize it. The reactants are: C(OC(=O)[NH:7][CH:8]1[CH2:13][CH2:12][N:11]([CH2:14][CH2:15][CH2:16][S:17]([CH3:20])(=[O:19])=[O:18])[CH2:10][CH2:9]1)(C)(C)C.[ClH:22]. (7) Given the product [CH:12]1([C:10]2[N:6]3[CH:7]=[C:2]([F:1])[CH:3]=[CH:4][C:5]3=[N:8][N:9]=2)[CH2:17][CH2:16][CH2:15][CH2:14][CH2:13]1, predict the reactants needed to synthesize it. The reactants are: [F:1][C:2]1[CH:3]=[CH:4][C:5]([NH:8][NH:9][C:10]([CH:12]2[CH2:17][CH2:16][CH2:15][CH2:14][CH2:13]2)=O)=[N:6][CH:7]=1.C1(P(C2C=CC=CC=2)C2C=CC=CC=2)C=CC=CC=1.C(N(CC)CC)C.ClC(Cl)(Cl)C(Cl)(Cl)Cl. (8) Given the product [S:14]1[C:2]2=[N:9][CH:8]=[CH:7][CH:6]=[C:3]2[CH:4]=[C:13]1[C:12]([O:11][CH3:10])=[O:15], predict the reactants needed to synthesize it. The reactants are: Cl[C:2]1[N:9]=[CH:8][CH:7]=[CH:6][C:3]=1[CH:4]=O.[CH3:10][O:11][C:12](=[O:15])[CH2:13][SH:14].C([O-])([O-])=O.[K+].[K+]. (9) Given the product [C:25]([NH:1][CH2:4][C:5]1[CH:14]=[C:13]2[C:8]([CH:9]=[C:10]([C:19]([O:21][CH2:22][CH3:23])=[O:20])[CH:11]([C:15]([F:18])([F:17])[F:16])[O:12]2)=[CH:7][C:6]=1[Cl:24])(=[O:29])[CH2:26][CH2:27][CH3:28], predict the reactants needed to synthesize it. The reactants are: [N:1]([CH2:4][C:5]1[CH:14]=[C:13]2[C:8]([CH:9]=[C:10]([C:19]([O:21][CH2:22][CH3:23])=[O:20])[CH:11]([C:15]([F:18])([F:17])[F:16])[O:12]2)=[CH:7][C:6]=1[Cl:24])=[N+]=[N-].[C:25](Cl)(=[O:29])[CH2:26][CH2:27][CH3:28].CCN(CC)CC. (10) Given the product [OH:1][C:2]1([C:9]([OH:11])=[O:10])[CH2:7][CH2:6][CH2:5][O:4][CH2:3]1, predict the reactants needed to synthesize it. The reactants are: [OH:1][C:2]1([C:9]([O:11]CC2C=CC=CC=2)=[O:10])[CH:7](I)[CH2:6][CH2:5][O:4][CH2:3]1.